Dataset: Reaction yield outcomes from USPTO patents with 853,638 reactions. Task: Predict the reaction yield, written as a fraction of the theoretical maximum amount of product (1.0 means a 100% yield; for example, 0.34 means a 34% yield). (1) The reactants are Br[CH2:2][C:3]1[N:8]=[C:7]2[N:9]=[C:10]([C:12]3[CH:17]=[CH:16][CH:15]=[C:14]([N+:18]([O-:20])=[O:19])[CH:13]=3)[O:11][C:6]2=[CH:5][CH:4]=1.CCN(CC)CC.[C:28]([N:35]1[CH2:40][CH2:39][NH:38][CH2:37][CH2:36]1)([O:30][C:31]([CH3:34])([CH3:33])[CH3:32])=[O:29]. The catalyst is CC#N. The product is [C:31]([O:30][C:28]([N:35]1[CH2:40][CH2:39][N:38]([CH2:2][C:3]2[N:8]=[C:7]3[N:9]=[C:10]([C:12]4[CH:17]=[CH:16][CH:15]=[C:14]([N+:18]([O-:20])=[O:19])[CH:13]=4)[O:11][C:6]3=[CH:5][CH:4]=2)[CH2:37][CH2:36]1)=[O:29])([CH3:34])([CH3:32])[CH3:33]. The yield is 1.00. (2) The product is [C:13]([C@@H:8]([N:9]([CH3:10])[C:29](=[O:30])[O:31][C:32]([CH3:33])([CH3:34])[CH3:35])[CH2:7][C@H:3]1[CH2:4][CH2:5][CH2:6][O:1][CH2:2]1)#[N:14]. The yield is 0.860. The reactants are [O:1]1[CH2:6][CH2:5][CH2:4][C@H:3]([CH2:7]/[CH:8]=[N:9]/[CH3:10])[CH2:2]1.C[Si](C)(C)[C:13]#[N:14].C(O)(C)C.[C:29](O[C:29]([O:31][C:32]([CH3:35])([CH3:34])[CH3:33])=[O:30])([O:31][C:32]([CH3:35])([CH3:34])[CH3:33])=[O:30]. The catalyst is CC(C)(C)C(OC1C=C(C(C)(C)C)C(O)=C(/C=N/[C@@H]2CCCC[C@H]2NC(N[C@H](C(N(C)C)=O)C(C)(C)C)=S)C=1)=O.C1(C)C=CC=CC=1. (3) The reactants are C(=O)(O)[O-].[Na+].[C:14](O[C:14]([O:16][C:17]([CH3:20])([CH3:19])[CH3:18])=[O:15])([O:16][C:17]([CH3:20])([CH3:19])[CH3:18])=[O:15].Br.[Br:22][CH2:23][CH2:24][NH2:25]. The catalyst is O.ClCCl. The product is [Br:22][CH2:23][CH2:24][NH:25][C:14](=[O:15])[O:16][C:17]([CH3:18])([CH3:19])[CH3:20]. The yield is 0.720. (4) The reactants are [CH3:1][C:2]1([CH3:30])[C:14]2[CH:13]=[C:12]([C:15]3[CH:20]=[CH:19][C:18]([N+:21]([O-])=O)=[CH:17][C:16]=3[C:24]3[CH:29]=[CH:28][CH:27]=[CH:26][CH:25]=3)[CH:11]=[CH:10][C:9]=2[C:8]2[C:3]1=[CH:4][CH:5]=[CH:6][CH:7]=2.Cl. The catalyst is C(O)C.[Fe]. The product is [CH3:1][C:2]1([CH3:30])[C:14]2[CH:13]=[C:12]([C:15]3[C:16]([C:24]4[CH:25]=[CH:26][CH:27]=[CH:28][CH:29]=4)=[CH:17][C:18]([NH2:21])=[CH:19][CH:20]=3)[CH:11]=[CH:10][C:9]=2[C:8]2[C:3]1=[CH:4][CH:5]=[CH:6][CH:7]=2. The yield is 0.850. (5) The reactants are C1(OC)C(=CC=CC=1)O.C(Br)C=C.C(=O)([O-])[O-].[K+].[K+].C(OCC=C)C=C.[CH2:27]([C:30]1[CH:35]=[CH:34][CH:33]=[C:32]([O:36][CH3:37])[C:31]=1[OH:38])[CH:28]=[CH2:29].C1(O)C=CC=CC=1.[CH2:46](Br)[C:47]1[CH:52]=[CH:51][CH:50]=[CH:49][CH:48]=1. The catalyst is C1(C)C=C(C)C=C(C)C=1.[I-].C([N+](CCCC)(CCCC)CCCC)CCC. The product is [CH2:27]([C:30]1[CH:35]=[CH:34][CH:33]=[C:32]([O:36][CH3:37])[C:31]=1[O:38][CH2:46][C:47]1[CH:52]=[CH:51][CH:50]=[CH:49][CH:48]=1)[CH:28]=[CH2:29]. The yield is 0.450. (6) The reactants are FC(F)(F)S(O[C:7]1[N:11]=[CH:10][N:9]([C:12]2[CH:17]=[CH:16][C:15]([O:18][C:19]([F:25])([F:24])[C:20]([F:23])([F:22])[F:21])=[CH:14][CH:13]=2)[N:8]=1)(=O)=O.CC1(C)C(C)(C)OB([C:36]2[CH:41]=[CH:40][C:39]([NH:42][C:43](=[O:59])[O:44][C@H:45]3[C@H:50]([O:51][CH3:52])[C@H:49]([O:53][CH2:54][CH3:55])[C@@H:48]([O:56][CH3:57])[C@H:47]([CH3:58])[O:46]3)=[CH:38][CH:37]=2)O1.C([O-])([O-])=O.[Na+].[Na+]. The catalyst is COCCOC.CCOC(C)=O.C1C=CC([P]([Pd]([P](C2C=CC=CC=2)(C2C=CC=CC=2)C2C=CC=CC=2)([P](C2C=CC=CC=2)(C2C=CC=CC=2)C2C=CC=CC=2)[P](C2C=CC=CC=2)(C2C=CC=CC=2)C2C=CC=CC=2)(C2C=CC=CC=2)C2C=CC=CC=2)=CC=1. The product is [F:24][C:19]([F:25])([O:18][C:15]1[CH:16]=[CH:17][C:12]([N:9]2[CH:10]=[N:11][C:7]([C:36]3[CH:41]=[CH:40][C:39]([NH:42][C:43](=[O:59])[O:44][C@H:45]4[C@H:50]([O:51][CH3:52])[C@H:49]([O:53][CH2:54][CH3:55])[C@@H:48]([O:56][CH3:57])[C@H:47]([CH3:58])[O:46]4)=[CH:38][CH:37]=3)=[N:8]2)=[CH:13][CH:14]=1)[C:20]([F:23])([F:22])[F:21]. The yield is 0.150. (7) The reactants are [C:1]1([N:7]2[C:12](=[O:13])[N:11]([CH3:14])[C:10](=[O:15])[C:9]([C:16]([OH:18])=O)=[N:8]2)[CH:6]=[CH:5][CH:4]=[CH:3][CH:2]=1.S(Cl)([Cl:21])=O. No catalyst specified. The product is [C:1]1([N:7]2[C:12](=[O:13])[N:11]([CH3:14])[C:10](=[O:15])[C:9]([C:16]([Cl:21])=[O:18])=[N:8]2)[CH:6]=[CH:5][CH:4]=[CH:3][CH:2]=1. The yield is 0.875. (8) The reactants are [CH3:1][O:2][C:3]1[CH:4]=[C:5]2[C:10](=[CH:11][C:12]=1[O:13][CH3:14])[N:9]=[CH:8][CH:7]=[C:6]2[O:15][C:16]1[CH:22]=[CH:21][C:19]([NH2:20])=[C:18]([CH3:23])[C:17]=1[CH3:24].C(N(CC)CC)C.[C:32](Cl)(Cl)=[S:33].[CH:36]1([NH:42][NH2:43])[CH2:41][CH2:40][CH2:39][CH2:38][CH2:37]1. The catalyst is CN(C)C=O.C(OCC)(=O)C. The product is [CH3:1][O:2][C:3]1[CH:4]=[C:5]2[C:10](=[CH:11][C:12]=1[O:13][CH3:14])[N:9]=[CH:8][CH:7]=[C:6]2[O:15][C:16]1[CH:22]=[CH:21][C:19]([NH:20][C:32]([NH:43][NH:42][CH:36]2[CH2:41][CH2:40][CH2:39][CH2:38][CH2:37]2)=[S:33])=[C:18]([CH3:23])[C:17]=1[CH3:24]. The yield is 0.100.